From a dataset of Full USPTO retrosynthesis dataset with 1.9M reactions from patents (1976-2016). Predict the reactants needed to synthesize the given product. (1) Given the product [ClH:17].[F:9][C@@H:7]1[CH2:6][NH:5][C@H:4]([C:2]([NH2:1])=[O:3])[CH2:8]1, predict the reactants needed to synthesize it. The reactants are: [NH2:1][C:2]([C@@H:4]1[CH2:8][C@H:7]([F:9])[CH2:6][N:5]1C(OC(C)(C)C)=O)=[O:3].[ClH:17]. (2) Given the product [C:16]1([C:2]2[C:3]3[C:8]([CH:9]=[C:10]4[C:15]=2[CH:14]=[CH:13][CH:12]=[CH:11]4)=[CH:7][CH:6]=[CH:5][CH:4]=3)[CH:21]=[CH:20][CH:19]=[CH:18][CH:17]=1, predict the reactants needed to synthesize it. The reactants are: Br[C:2]1[C:3]2[C:8]([CH:9]=[C:10]3[C:15]=1[CH:14]=[CH:13][CH:12]=[CH:11]3)=[CH:7][CH:6]=[CH:5][CH:4]=2.[C:16]1(B(O)O)[CH:21]=[CH:20][CH:19]=[CH:18][CH:17]=1.C(=O)([O-])[O-].[Na+].[Na+]. (3) Given the product [F:1][C:2]1[CH:3]=[C:4]([CH:14]([NH:16][C:17]([C:19]2[N:20]=[C:21]([O:38][C:30]3[CH:31]=[C:32]([C:34]([F:35])([F:36])[F:37])[CH:33]=[C:28]([C:25]([CH3:27])=[CH2:26])[CH:29]=3)[O:22][CH:23]=2)=[O:18])[CH3:15])[CH:5]=[C:6]([F:13])[C:7]=1[NH:8][S:9]([CH3:12])(=[O:11])=[O:10], predict the reactants needed to synthesize it. The reactants are: [F:1][C:2]1[CH:3]=[C:4]([CH:14]([NH:16][C:17]([C:19]2[N:20]=[C:21](Cl)[O:22][CH:23]=2)=[O:18])[CH3:15])[CH:5]=[C:6]([F:13])[C:7]=1[NH:8][S:9]([CH3:12])(=[O:11])=[O:10].[C:25]([C:28]1[CH:29]=[C:30]([OH:38])[CH:31]=[C:32]([C:34]([F:37])([F:36])[F:35])[CH:33]=1)([CH3:27])=[CH2:26]. (4) Given the product [C:2]1([NH:1][C:28]2[N:27]=[C:26]([C:19]3[C:20]4[C:21](=[N:22][CH:23]=[CH:24][CH:25]=4)[NH:17][CH:18]=3)[CH:31]=[CH:30][N:29]=2)[CH:7]=[CH:6][CH:5]=[CH:4][CH:3]=1, predict the reactants needed to synthesize it. The reactants are: [NH2:1][C:2]1[CH:7]=[CH:6][CH:5]=[CH:4][CH:3]=1.C1(S([N:17]2[C:21]3=[N:22][CH:23]=[CH:24][CH:25]=[C:20]3[C:19]([C:26]3[CH:31]=[CH:30][N:29]=[C:28](Cl)[N:27]=3)=[CH:18]2)(=O)=O)C=CC=CC=1. (5) Given the product [F:1][C:2]1[CH:3]=[CH:4][C:5]2[S:9][C:8]([B:20]([OH:21])[OH:19])=[CH:7][C:6]=2[CH:10]=1, predict the reactants needed to synthesize it. The reactants are: [F:1][C:2]1[CH:3]=[CH:4][C:5]2[S:9][CH:8]=[CH:7][C:6]=2[CH:10]=1.C([Li])CCC.C([O:19][B:20](OC(C)C)[O:21]C(C)C)(C)C. (6) Given the product [CH:8]1([CH2:7][N:5]2[N:4]=[N:3][C:2]([NH:1][C:18](=[O:19])[CH:17]([C:11]3[CH:16]=[CH:15][CH:14]=[CH:13][CH:12]=3)[C:21]3[CH:26]=[CH:25][CH:24]=[CH:23][CH:22]=3)=[N:6]2)[CH2:10][CH2:9]1, predict the reactants needed to synthesize it. The reactants are: [NH2:1][C:2]1[N:3]=[N:4][N:5]([CH2:7][CH:8]2[CH2:10][CH2:9]2)[N:6]=1.[C:11]1([CH:17]([C:21]2[CH:26]=[CH:25][CH:24]=[CH:23][CH:22]=2)[C:18](Cl)=[O:19])[CH:16]=[CH:15][CH:14]=[CH:13][CH:12]=1. (7) Given the product [F:1][C:2]1[CH:3]=[C:4]([C@@H:9]2[CH2:13][N:12]([CH2:14][CH2:15][O:16][CH3:17])[CH2:11][C@H:10]2[NH:18][C:19]([NH:20][C:21]2[N:25]([CH3:26])[N:24]=[C:23]([C:27]3[CH:28]=[CH:29][C:30]([CH2:31][OH:32])=[CH:35][CH:36]=3)[CH:22]=2)=[O:37])[CH:5]=[CH:6][C:7]=1[F:8], predict the reactants needed to synthesize it. The reactants are: [F:1][C:2]1[CH:3]=[C:4]([C@@H:9]2[CH2:13][N:12]([CH2:14][CH2:15][O:16][CH3:17])[CH2:11][C@H:10]2[NH:18][C:19](=[O:37])[NH:20][C:21]2[N:25]([CH3:26])[N:24]=[C:23]([C:27]3[CH:36]=[CH:35][C:30]([C:31](OC)=[O:32])=[CH:29][CH:28]=3)[CH:22]=2)[CH:5]=[CH:6][C:7]=1[F:8].[H-].[Al+3].[Li+].[H-].[H-].[H-].